From a dataset of Drug-target binding data from BindingDB using Kd measurements. Regression. Given a target protein amino acid sequence and a drug SMILES string, predict the binding affinity score between them. We predict pKd (pKd = -log10(Kd in M); higher means stronger binding). Dataset: bindingdb_kd. The compound is COc1cc(Nc2ncc(F)c(Nc3ccc4c(n3)NC(=O)C(C)(C)O4)n2)cc(OC)c1OC. The target protein (P57078) has sequence MEGDGGTPWALALLRTFDAGEFTGWEKVGSGGFGQVYKVRHVHWKTWLAIKCSPSLHVDDRERMELLEEAKKMEMAKFRYILPVYGICREPVGLVMEYMETGSLEKLLASEPLPWDLRFRIIHETAVGMNFLHCMAPPLLHLDLKPANILLDAHYHVKISDFGLAKCNGLSHSHDLSMDGLFGTIAYLPPERIREKSRLFDTKHDVYSFAIVIWGVLTQKKPFADEKNILHIMVKVVKGHRPELPPVCRARPRACSHLIRLMQRCWQGDPRVRPTFQGNGLNGELIRQVLAALLPVTGRWRSPGEGFRLESEVIIRVTCPLSSPQEITSETEDLCEKPDDEVKETAHDLDVKSPPEPRSEVVPARLKRASAPTFDNDYSLSELLSQLDSGVSQAVEGPEELSRSSSESKLPSSGSGKRLSGVSSVDSAFSSRGSLSLSFEREPSTSDLGTTDVQKKKLVDAIVSGDTSKLMKILQPQDVDLALDSGASLLHLAVEAGQEE.... The pKd is 6.7.